Dataset: NCI-60 drug combinations with 297,098 pairs across 59 cell lines. Task: Regression. Given two drug SMILES strings and cell line genomic features, predict the synergy score measuring deviation from expected non-interaction effect. (1) Drug 2: C(CCl)NC(=O)N(CCCl)N=O. Cell line: CCRF-CEM. Drug 1: C1=CC(=CC=C1CC(C(=O)O)N)N(CCCl)CCCl.Cl. Synergy scores: CSS=41.4, Synergy_ZIP=6.09, Synergy_Bliss=7.25, Synergy_Loewe=-10.8, Synergy_HSA=6.20. (2) Drug 1: CS(=O)(=O)C1=CC(=C(C=C1)C(=O)NC2=CC(=C(C=C2)Cl)C3=CC=CC=N3)Cl. Drug 2: CN(C)C1=NC(=NC(=N1)N(C)C)N(C)C. Cell line: MDA-MB-435. Synergy scores: CSS=-9.75, Synergy_ZIP=5.87, Synergy_Bliss=2.07, Synergy_Loewe=-7.54, Synergy_HSA=-6.06. (3) Drug 1: CN1C2=C(C=C(C=C2)N(CCCl)CCCl)N=C1CCCC(=O)O.Cl. Drug 2: COC1=C2C(=CC3=C1OC=C3)C=CC(=O)O2. Cell line: OVCAR-4. Synergy scores: CSS=2.46, Synergy_ZIP=-0.0619, Synergy_Bliss=1.20, Synergy_Loewe=0.775, Synergy_HSA=0.830. (4) Drug 1: CN(CC1=CN=C2C(=N1)C(=NC(=N2)N)N)C3=CC=C(C=C3)C(=O)NC(CCC(=O)O)C(=O)O. Drug 2: C1C(C(OC1N2C=C(C(=O)NC2=O)F)CO)O. Cell line: SK-MEL-5. Synergy scores: CSS=34.8, Synergy_ZIP=-0.0355, Synergy_Bliss=3.33, Synergy_Loewe=-7.91, Synergy_HSA=3.85. (5) Cell line: NCI-H226. Drug 2: CN(CCCl)CCCl.Cl. Synergy scores: CSS=6.97, Synergy_ZIP=-2.53, Synergy_Bliss=1.28, Synergy_Loewe=2.31, Synergy_HSA=2.95. Drug 1: CN1C(=O)N2C=NC(=C2N=N1)C(=O)N. (6) Drug 1: CCN(CC)CCNC(=O)C1=C(NC(=C1C)C=C2C3=C(C=CC(=C3)F)NC2=O)C. Cell line: SNB-75. Synergy scores: CSS=2.53, Synergy_ZIP=-1.60, Synergy_Bliss=-1.25, Synergy_Loewe=0.301, Synergy_HSA=-0.694. Drug 2: CC(C)CN1C=NC2=C1C3=CC=CC=C3N=C2N. (7) Drug 1: C1CC(=O)NC(=O)C1N2CC3=C(C2=O)C=CC=C3N. Drug 2: C1=CC(=CC=C1CCCC(=O)O)N(CCCl)CCCl. Cell line: NCI-H460. Synergy scores: CSS=25.9, Synergy_ZIP=-1.95, Synergy_Bliss=-1.88, Synergy_Loewe=-9.91, Synergy_HSA=-0.545. (8) Drug 1: CCN(CC)CCNC(=O)C1=C(NC(=C1C)C=C2C3=C(C=CC(=C3)F)NC2=O)C. Drug 2: C1CNP(=O)(OC1)N(CCCl)CCCl. Cell line: NCI-H460. Synergy scores: CSS=-0.348, Synergy_ZIP=-0.656, Synergy_Bliss=-4.36, Synergy_Loewe=1.06, Synergy_HSA=-6.28. (9) Drug 1: COC1=C(C=C2C(=C1)N=CN=C2NC3=CC(=C(C=C3)F)Cl)OCCCN4CCOCC4. Drug 2: C1=NC2=C(N1)C(=S)N=C(N2)N. Cell line: SF-295. Synergy scores: CSS=34.6, Synergy_ZIP=-0.286, Synergy_Bliss=-0.227, Synergy_Loewe=-2.99, Synergy_HSA=2.24. (10) Drug 1: CC1C(C(CC(O1)OC2CC(OC(C2O)C)OC3=CC4=CC5=C(C(=O)C(C(C5)C(C(=O)C(C(C)O)O)OC)OC6CC(C(C(O6)C)O)OC7CC(C(C(O7)C)O)OC8CC(C(C(O8)C)O)(C)O)C(=C4C(=C3C)O)O)O)O. Drug 2: CC1C(C(CC(O1)OC2CC(CC3=C2C(=C4C(=C3O)C(=O)C5=C(C4=O)C(=CC=C5)OC)O)(C(=O)CO)O)N)O.Cl. Cell line: OVCAR3. Synergy scores: CSS=39.0, Synergy_ZIP=3.42, Synergy_Bliss=5.91, Synergy_Loewe=-2.81, Synergy_HSA=5.53.